The task is: Predict the reaction yield, written as a fraction of the theoretical maximum amount of product (1.0 means a 100% yield; for example, 0.34 means a 34% yield).. This data is from Reaction yield outcomes from USPTO patents with 853,638 reactions. The reactants are [F:1][C:2]1[C:7]([NH2:8])=[C:6]([F:9])[C:5]([F:10])=[CH:4][C:3]=1[NH2:11].ClCCl.N1C=CC=CC=1.[F:21][CH2:22][CH2:23][CH2:24][S:25](Cl)(=[O:27])=[O:26]. No catalyst specified. The product is [NH2:8][C:7]1[C:2]([F:1])=[C:3]([NH:11][S:25]([CH2:24][CH2:23][CH2:22][F:21])(=[O:27])=[O:26])[CH:4]=[C:5]([F:10])[C:6]=1[F:9]. The yield is 0.320.